From a dataset of Experimentally validated miRNA-target interactions with 360,000+ pairs, plus equal number of negative samples. Binary Classification. Given a miRNA mature sequence and a target amino acid sequence, predict their likelihood of interaction. (1) The miRNA is hsa-miR-3617-3p with sequence CAUCAGCACCCUAUGUCCUUUCU. The protein sequence of the target gene is MDSLLMKQKKFLYHFKNVRWAKGRHETYLCYVVKRRDSATSCSLDFGHLRNKSGCHVELLFLRYISDWDLDPGRCYRVTWFTSWSPCYDCARHVAEFLRWNPNLSLRIFTARLYFCEDRKAEPEGLRRLHRAGVQIGIMTFKDYFYCWNTFVENRERTFKAWEGLHENSVRLTRQLRRILLPLYEVDDLRDAFRMLGF. Result: 0 (no interaction). (2) The miRNA is hsa-miR-4495 with sequence AAUGUAAACAGGCUUUUUGCU. The protein sequence of the target gene is MSGAGVAAGTRPPSSPTPGSRRRRQRPSVGVQSLRPQSPQLRQSDPQKRNLDLEKSLQFLQQQHSEMLAKLHEEIEHLKRENKDLRYKLIMNQTSQKKDGPSGNHLSRASAPLGARWVCINGVWVEPGGPSPARLKEGSSRTHRPGGKHGRLAGGSADTVRSPADSLSTSSFQSVKSISNSGKARPQPGSFNKQDSKADVPQKADLEEEPLLHNSKLDKVPGVQGQARKEKAEASNAGAACMGNSQHQGRQMGAAAHPPMILPLPLRKPTTLRQCEVLIRELWNTNLLQTQELQHLKSLL.... Result: 1 (interaction). (3) The protein sequence of the target gene is MEGMDVDLDPELMQKFSCLGTTDKDVLISEFQRLLGFQLNPAGCAFFLDMTNWNLQAAIGAYYDFESPNISVPSMSFVEDVTIGEGESIPPDTQFVKTWRIQNSGAEAWPPGVCLKYVGGDQFGHVNMVMVRSLEPQEIADVSVQMCSPSRAGMYQGQWRMCTATGLYYGDVIWVILSVEVGGLLGVTQQLSSFETEFNTQPHRKVEGNFNPFASPQKNRQSDENNLKDPGGSEFDSISKNTWAPAPDTWAPAPDQTEQDQNRLSQNSVNLSPSSHANNLSVVTYSKGLHGPYPFGQS. The miRNA is hsa-miR-5688 with sequence UAACAAACACCUGUAAAACAGC. Result: 1 (interaction). (4) The miRNA is hsa-miR-4640-5p with sequence UGGGCCAGGGAGCAGCUGGUGGG. The protein sequence of the target gene is MDPECAQLLPALCAVLVDPRQPVADDTCLEKLLDWFKTVTEGESSVVLLQEHPCLVELLSHVLKVQDLSSGVLSFSLRLAGTFAAQENCFQYLQQGELLPGLFGEPGPLGRATWAVPTVRSGWIQGLRSLAQHPSALRFLADHGAVDTIFSLQGDSSLFVASAASQLLVHVLALSMRGGAEGQPCLPGGDWPACAQKIMDHVEESLCSAATPKVTQALNVLTTTFGRCQSPWTEALWVRLSPRVACLLERDPIPAAHSFVDLLLCVARSPVFSSSDGSLWETVARALSCLGPTHMGPLAL.... Result: 0 (no interaction). (5) The miRNA is mmu-miR-466f-3p with sequence CAUACACACACACAUACACAC. The protein sequence of the target gene is MADSAELKQMVMSLRVSELQVLLGYAGRNKHGRKHELLTKALHLLKAGCSPAVQMKIKELYRRRFPQKIMTPADLSIPNVHSSPMPPTLSPSTIPQLTYDGHPASSPLLPVSLLGPKHELELPHLTSALHPVHPDIKLQKLPFYDLLDELIKPTSLASDNSQRFRETCFAFALTPQQVQQISSSMDISGTKCDFTVQVQLRFCLSETSCPQEDHFPPNLCVKVNTKPCSLPGYLPPTKNGVEPKRPSRPINITSLVRLSTTVPNTIVVSWTAEIGRTYSMAVYLVKQLSSTVLLQRLRAK.... Result: 1 (interaction). (6) The miRNA is hsa-miR-3161 with sequence CUGAUAAGAACAGAGGCCCAGAU. The protein sequence of the target gene is MQALNITPEQFSRLLRDHNLTREQFIALYRLRPLVYTPELPGRAKLALVLTGVLIFALALFGNALVFYVVTRSKAMRTVTNIFICSLALSDLLITFFCIPVTMLQNISDNWLGGAFICKMVPFVQSTAVVTEILTMTCIAVERHQGLVHPFKMKWQYTNRRAFTMLGVVWLVAVIVGSPMWHVQQLEIKYDFLYEKEHICCLEEWTSPVHQKIYTTFILVILFLLPLMVMLILYSKIGYELWIKKRVGDGSVLRTIHGKEMSKIARKKKRAVIMMVTVVALFAVCWAPFHVVHMMIEYSN.... Result: 0 (no interaction).